Dataset: NCI-60 drug combinations with 297,098 pairs across 59 cell lines. Task: Regression. Given two drug SMILES strings and cell line genomic features, predict the synergy score measuring deviation from expected non-interaction effect. Drug 1: CCC(=C(C1=CC=CC=C1)C2=CC=C(C=C2)OCCN(C)C)C3=CC=CC=C3.C(C(=O)O)C(CC(=O)O)(C(=O)O)O. Drug 2: N.N.Cl[Pt+2]Cl. Cell line: COLO 205. Synergy scores: CSS=30.8, Synergy_ZIP=-9.18, Synergy_Bliss=-5.50, Synergy_Loewe=-0.733, Synergy_HSA=0.262.